Dataset: Forward reaction prediction with 1.9M reactions from USPTO patents (1976-2016). Task: Predict the product of the given reaction. (1) Given the reactants [CH2:1]([NH:8][C:9](=[O:33])[N:10]([CH2:31][CH3:32])[CH2:11][C:12]1[CH:17]=[C:16]([C:18]([F:21])([F:20])[F:19])[CH:15]=[CH:14][C:13]=1B1OC(C)(C)C(C)(C)O1)[C:2]1[CH:7]=[CH:6][CH:5]=[CH:4][CH:3]=1.[CH3:34][O:35][C:36](=[O:46])[CH2:37][C:38]1[CH:43]=[C:42]([Cl:44])[CH:41]=[C:40](Br)[CH:39]=1, predict the reaction product. The product is: [CH3:34][O:35][C:36](=[O:46])[CH2:37][C:38]1[CH:39]=[C:40]([C:13]2[CH:14]=[CH:15][C:16]([C:18]([F:21])([F:19])[F:20])=[CH:17][C:12]=2[CH2:11][N:10]([CH2:31][CH3:32])[C:9]([NH:8][CH2:1][C:2]2[CH:3]=[CH:4][CH:5]=[CH:6][CH:7]=2)=[O:33])[CH:41]=[C:42]([Cl:44])[CH:43]=1. (2) Given the reactants [F:1][C:2]1[CH:31]=[CH:30][C:5]([C:6]([NH:8][C:9](=[S:29])[NH:10][C:11]2[S:21][C:14]3[CH2:15][O:16][C:17]([CH3:20])([CH3:19])[CH2:18][C:13]=3[C:12]=2[C:22]([O:24]C(C)(C)C)=[O:23])=[O:7])=[CH:4][CH:3]=1, predict the reaction product. The product is: [F:1][C:2]1[CH:3]=[CH:4][C:5]([C:6]([NH:8][C:9](=[S:29])[NH:10][C:11]2[S:21][C:14]3[CH2:15][O:16][C:17]([CH3:20])([CH3:19])[CH2:18][C:13]=3[C:12]=2[C:22]([OH:24])=[O:23])=[O:7])=[CH:30][CH:31]=1. (3) The product is: [F:1][C:2]1[CH:7]=[C:6]([CH3:8])[CH:5]=[CH:4][C:3]=1[CH2:9][C:10](=[O:12])[CH2:17][C:16]([O:15][CH3:14])=[O:21]. Given the reactants [F:1][C:2]1[CH:7]=[C:6]([CH3:8])[CH:5]=[CH:4][C:3]=1[CH2:9][C:10]([OH:12])=O.[K+].[CH3:14][O:15][C:16](=[O:21])[CH2:17]C([O-])=O, predict the reaction product. (4) Given the reactants Br[C:2]1[CH:7]=[CH:6][C:5]([O:8][CH:9]([F:11])[F:10])=[C:4]([O:12][CH3:13])[C:3]=1[O:14][CH2:15][C:16]1[CH:21]=[CH:20][C:19]([S:22]([CH3:25])(=[O:24])=[O:23])=[CH:18][CH:17]=1.C(=O)([O-])[O-].[Cs+].[Cs+].CC1(C)C(C)(C)OB([C:40]2[CH:41]=[C:42]3[C:46](=[CH:47][CH:48]=2)[C:45](=[O:49])[NH:44][CH2:43]3)O1, predict the reaction product. The product is: [F:10][CH:9]([F:11])[O:8][C:5]1[CH:6]=[CH:7][C:2]([C:40]2[CH:41]=[C:42]3[C:46](=[CH:47][CH:48]=2)[C:45](=[O:49])[NH:44][CH2:43]3)=[C:3]([O:14][CH2:15][C:16]2[CH:21]=[CH:20][C:19]([S:22]([CH3:25])(=[O:24])=[O:23])=[CH:18][CH:17]=2)[C:4]=1[O:12][CH3:13].